This data is from Blood-brain barrier permeability classification from the B3DB database. The task is: Regression/Classification. Given a drug SMILES string, predict its absorption, distribution, metabolism, or excretion properties. Task type varies by dataset: regression for continuous measurements (e.g., permeability, clearance, half-life) or binary classification for categorical outcomes (e.g., BBB penetration, CYP inhibition). Dataset: b3db_classification. (1) The molecule is O=C(O)COCCN1CCN([C@H](c2ccccc2)c2ccc(Cl)cc2)CC1. The result is 0 (does not penetrate BBB). (2) The molecule is Cc1csc2ccc3[nH]c4c(c3c12)CN(C)CC4. The result is 1 (penetrates BBB).